Dataset: Reaction yield outcomes from USPTO patents with 853,638 reactions. Task: Predict the reaction yield, written as a fraction of the theoretical maximum amount of product (1.0 means a 100% yield; for example, 0.34 means a 34% yield). (1) The reactants are [Cl:1][C:2]1[C:10]([NH:11][S:12]([C:15]2[S:16][CH:17]=[CH:18][CH:19]=2)(=[O:14])=[O:13])=[C:9]2[C:5]([CH:6]=[C:7]([C:20]([OH:22])=O)[NH:8]2)=[CH:4][CH:3]=1.[N:23]1(O)C2C=CC=CC=2N=N1.Cl.CN(C)CCCN=C=NCC.N.C(O)(=O)CC(CC(O)=O)(C(O)=O)O. The catalyst is CN(C)C=O. The product is [Cl:1][C:2]1[C:10]([NH:11][S:12]([C:15]2[S:16][CH:17]=[CH:18][CH:19]=2)(=[O:14])=[O:13])=[C:9]2[C:5]([CH:6]=[C:7]([C:20]([NH2:23])=[O:22])[NH:8]2)=[CH:4][CH:3]=1. The yield is 0.960. (2) The product is [CH3:1][C:2]1[CH:11]=[CH:10][C:9]2[C:4](=[CH:5][CH:6]=[CH:7][C:8]=2[N:12]2[CH2:17][CH2:16][NH:15][CH2:14][CH2:13]2)[N:3]=1. The yield is 0.800. The reactants are [CH3:1][C:2]1[CH:11]=[CH:10][C:9]2[C:4](=[CH:5][CH:6]=[CH:7][C:8]=2[N:12]2[CH2:17][CH2:16][N:15](C(OC(C)(C)C)=O)[CH2:14][CH2:13]2)[N:3]=1.Cl. The catalyst is CC(O)C. (3) The reactants are [O:1]1[CH:5]=[CH:4][CH:3]=[C:2]1[C:6]1[O:7][C:8]([CH3:38])=[C:9]([CH2:11][O:12][C:13]2[CH:35]=[CH:34][C:16]([CH2:17][O:18][C:19]3[C:23]([CH2:24][C:25](O)=[O:26])=[CH:22][N:21]([C:28]4[CH:33]=[CH:32][CH:31]=[CH:30][CH:29]=4)[N:20]=3)=[CH:15][C:14]=2[O:36][CH3:37])[N:10]=1.O1CCCC1.B.O1CCCC1.Cl. The catalyst is O. The product is [O:1]1[CH:5]=[CH:4][CH:3]=[C:2]1[C:6]1[O:7][C:8]([CH3:38])=[C:9]([CH2:11][O:12][C:13]2[CH:35]=[CH:34][C:16]([CH2:17][O:18][C:19]3[C:23]([CH2:24][CH2:25][OH:26])=[CH:22][N:21]([C:28]4[CH:29]=[CH:30][CH:31]=[CH:32][CH:33]=4)[N:20]=3)=[CH:15][C:14]=2[O:36][CH3:37])[N:10]=1. The yield is 0.620. (4) The reactants are [OH:1][C:2]1[CH:3]=[C:4]([CH:7]=[CH:8][C:9]=1[O:10][CH2:11][CH2:12][CH2:13][CH3:14])[CH:5]=O.[CH3:15][C:16]([C:18]1[CH:23]=[C:22]([O:24][CH3:25])[C:21]([O:26][CH3:27])=[C:20]([O:28][CH3:29])[CH:19]=1)=[O:17].[OH-].[Na+]. The catalyst is CO. The product is [OH:1][C:2]1[CH:3]=[C:4](/[CH:5]=[CH:15]/[C:16]([C:18]2[CH:19]=[C:20]([O:28][CH3:29])[C:21]([O:26][CH3:27])=[C:22]([O:24][CH3:25])[CH:23]=2)=[O:17])[CH:7]=[CH:8][C:9]=1[O:10][CH2:11][CH2:12][CH2:13][CH3:14]. The yield is 0.113.